Dataset: Full USPTO retrosynthesis dataset with 1.9M reactions from patents (1976-2016). Task: Predict the reactants needed to synthesize the given product. (1) Given the product [NH2:25][C@@H:20]1[CH2:21][CH2:22][CH2:23][CH2:24][C@@H:19]1[NH:18][C:16]1[C:15]2[C:10](=[CH:11][CH:12]=[C:13]([CH3:33])[CH:14]=2)[N:9]=[C:8]([C:6]([NH:5][CH2:4][CH2:3][O:2][CH3:1])=[O:7])[N:17]=1, predict the reactants needed to synthesize it. The reactants are: [CH3:1][O:2][CH2:3][CH2:4][NH:5][C:6]([C:8]1[N:17]=[C:16]([NH:18][C@H:19]2[CH2:24][CH2:23][CH2:22][CH2:21][C@H:20]2[NH:25]C(=O)OC(C)(C)C)[C:15]2[C:10](=[CH:11][CH:12]=[C:13]([CH3:33])[CH:14]=2)[N:9]=1)=[O:7].C(OCC)(=O)C.Cl.C(OCC)C. (2) The reactants are: [F:1][C:2]1[C:9]([F:10])=[CH:8][CH:7]=[C:6]([O:11][CH3:12])[C:3]=1[CH2:4]O.S(Cl)([Cl:15])=O.O. Given the product [F:1][C:2]1[C:9]([F:10])=[CH:8][CH:7]=[C:6]([O:11][CH3:12])[C:3]=1[CH2:4][Cl:15], predict the reactants needed to synthesize it. (3) Given the product [CH3:1][O:2][C:3]1[CH:4]=[CH:5][C:6]([CH2:9][C:10]([N:12]([CH2:19][C:20]2[CH:21]=[CH:22][C:23]([CH3:26])=[CH:24][CH:25]=2)[CH:13]2[CH2:14][CH2:15][N:16]([CH2:37][CH2:43][CH2:44][N:27]3[C:31]4[CH:32]=[CH:33][CH:34]=[CH:35][C:30]=4[NH:29][C:28]3=[O:36])[CH2:17][CH2:18]2)=[O:11])=[CH:7][CH:8]=1, predict the reactants needed to synthesize it. The reactants are: [CH3:1][O:2][C:3]1[CH:8]=[CH:7][C:6]([CH2:9][C:10]([N:12]([CH2:19][C:20]2[CH:25]=[CH:24][C:23]([CH3:26])=[CH:22][CH:21]=2)[CH:13]2[CH2:18][CH2:17][NH:16][CH2:15][CH2:14]2)=[O:11])=[CH:5][CH:4]=1.[NH:27]1[C:31]2[CH:32]=[CH:33][CH:34]=[CH:35][C:30]=2[NH:29][C:28]1=[O:36].[C:37](=O)([O-])[O-].[Na+].[Na+].[C:43](#N)[CH3:44]. (4) Given the product [S:21]1[CH:22]=[CH:23][N:19]2[CH:18]=[N:17][C:16]([NH:14][C:12](=[O:13])[CH2:11][C:2]3[CH:3]=[CH:4][C:5]4[C:10](=[CH:9][CH:8]=[CH:7][CH:6]=4)[CH:1]=3)=[C:20]12, predict the reactants needed to synthesize it. The reactants are: [CH:1]1[C:10]2[C:5](=[CH:6][CH:7]=[CH:8][CH:9]=2)[CH:4]=[CH:3][C:2]=1[CH2:11][C:12]([NH2:14])=[O:13].I[C:16]1[N:17]=[CH:18][N:19]2[CH:23]=[CH:22][S:21][C:20]=12.P([O-])([O-])([O-])=O.[K+].[K+].[K+]. (5) Given the product [Cl:25][C:20]1[CH:21]=[C:22]([C:23]2[N:33]=[CH:36][O:28][N:24]=2)[C:16]2[O:15][C:14]([N:11]3[CH2:12][CH2:13][NH:8][CH2:9][C@@H:10]3[CH3:26])=[N:18][C:17]=2[CH:19]=1, predict the reactants needed to synthesize it. The reactants are: C(OC([N:8]1[CH2:13][CH2:12][N:11]([C:14]2[O:15][C:16]3[C:22]([C:23]#[N:24])=[CH:21][C:20]([Cl:25])=[CH:19][C:17]=3[N:18]=2)[C@@H:10]([CH3:26])[CH2:9]1)=O)(C)(C)C.Cl.[OH:28]N.C([N:33]([CH:36](C)C)CC)(C)C.O. (6) Given the product [Br:1][C:2]1[CH:15]=[CH:14][C:5]([O:6][C@@H:7]2[CH2:12][CH2:11][CH2:10][CH2:9][C@@H:8]2[NH:37][S:34]([CH:32]([CH3:33])[CH3:31])(=[O:36])=[O:35])=[CH:4][CH:3]=1, predict the reactants needed to synthesize it. The reactants are: [Br:1][C:2]1[CH:15]=[CH:14][C:5]([O:6][C@H:7]2[CH2:12][CH2:11][CH2:10][CH2:9][C@@H:8]2O)=[CH:4][CH:3]=1.BrC1C=CC(O[C@@H]2CCCC[C@H]2O)=CC=1.[CH3:31][CH:32]([S:34]([NH2:37])(=[O:36])=[O:35])[CH3:33].